From a dataset of Full USPTO retrosynthesis dataset with 1.9M reactions from patents (1976-2016). Predict the reactants needed to synthesize the given product. (1) Given the product [C:12]([O:16][C:17]([N:19]1[CH2:24][CH2:23][CH:22]([NH:1][C:2]2[CH:7]=[CH:6][CH:5]=[C:4]([NH:8][C:9](=[O:11])[CH3:10])[CH:3]=2)[CH2:21][CH2:20]1)=[O:18])([CH3:15])([CH3:13])[CH3:14], predict the reactants needed to synthesize it. The reactants are: [NH2:1][C:2]1[CH:3]=[C:4]([NH:8][C:9](=[O:11])[CH3:10])[CH:5]=[CH:6][CH:7]=1.[C:12]([O:16][C:17]([N:19]1[CH2:24][CH2:23][C:22](=O)[CH2:21][CH2:20]1)=[O:18])([CH3:15])([CH3:14])[CH3:13].C([BH3-])#N.[Na+]. (2) Given the product [NH2:2][C:3]1[C:12]2[N:13]=[C:14]([CH2:40][CH2:41][O:42][CH3:43])[N:15]([CH2:16][CH2:17][CH2:18][N:19]([CH2:24][C:25]3[CH:26]=[CH:27][C:28]([F:39])=[C:29]([CH:38]=3)[O:30][CH2:31][C:32]([O:34][CH:35]([CH3:37])[CH3:36])=[O:33])[C:20](=[O:23])[CH2:21][N:46]([CH2:47][CH3:48])[CH2:44][CH3:45])[C:11]=2[C:10]2[CH:9]=[CH:8][CH:7]=[CH:6][C:5]=2[N:4]=1, predict the reactants needed to synthesize it. The reactants are: Cl.[NH2:2][C:3]1[C:12]2[N:13]=[C:14]([CH2:40][CH2:41][O:42][CH3:43])[N:15]([CH2:16][CH2:17][CH2:18][N:19]([CH2:24][C:25]3[CH:26]=[CH:27][C:28]([F:39])=[C:29]([CH:38]=3)[O:30][CH2:31][C:32]([O:34][CH:35]([CH3:37])[CH3:36])=[O:33])[C:20](=[O:23])[CH2:21]Cl)[C:11]=2[C:10]2[CH:9]=[CH:8][CH:7]=[CH:6][C:5]=2[N:4]=1.[CH2:44]([NH:46][CH2:47][CH3:48])[CH3:45]. (3) The reactants are: [H-].C([Al+]CC(C)C)C(C)C.[Br:11][C:12]1[N:13]([CH2:25][CH:26]=[C:27]([CH3:29])[CH3:28])[C:14]([C:21]([O:23][CH3:24])=[O:22])=[C:15]([C:17](OC)=[O:18])[N:16]=1.Cl.O. Given the product [Br:11][C:12]1[N:13]([CH2:25][CH:26]=[C:27]([CH3:29])[CH3:28])[C:14]([C:21]([O:23][CH3:24])=[O:22])=[C:15]([CH:17]=[O:18])[N:16]=1, predict the reactants needed to synthesize it. (4) Given the product [CH3:26][C:4]1[NH:3][CH:2]=[C:6]([C:35]2[C:36]3[C:31](=[C:30]([N+:27]([O-:29])=[O:28])[CH:39]=[CH:38][CH:37]=3)[CH2:32][CH2:33][CH:34]=2)[N:5]=1, predict the reactants needed to synthesize it. The reactants are: I[C:2]1[N:3]=[C:4]([CH3:26])[N:5](C(C2C=CC=CC=2)(C2C=CC=CC=2)C2C=CC=CC=2)[CH:6]=1.[N+:27]([C:30]1[CH:39]=[CH:38][CH:37]=[C:36]2[C:31]=1[CH2:32][CH2:33][CH2:34][C:35]2=O)([O-:29])=[O:28].COC1C=CC([N+]([O-])=O)=C2C=1C(=O)CCC2. (5) Given the product [C:24]([C:23]1[CH:26]=[CH:27][C:20]([NH:19][C:2]2[C:11]3[C:6](=[CH:7][CH:8]=[CH:9][CH:10]=3)[C:5]([CH2:12][C:13]3[CH:18]=[CH:17][N:16]=[CH:15][CH:14]=3)=[N:4][N:3]=2)=[CH:21][CH:22]=1)#[N:25], predict the reactants needed to synthesize it. The reactants are: Cl[C:2]1[C:11]2[C:6](=[CH:7][CH:8]=[CH:9][CH:10]=2)[C:5]([CH2:12][C:13]2[CH:18]=[CH:17][N:16]=[CH:15][CH:14]=2)=[N:4][N:3]=1.[NH2:19][C:20]1[CH:27]=[CH:26][C:23]([C:24]#[N:25])=[CH:22][CH:21]=1.C(=O)([O-])[O-].[K+].[K+]. (6) Given the product [ClH:1].[NH2:30][CH2:29][CH2:28][CH2:27][N:23]1[CH2:24][CH2:25][CH2:26][CH:20]([N:11]2[N:10]=[C:9]([CH2:8][C:5]3[CH:6]=[CH:7][C:2]([Cl:1])=[CH:3][CH:4]=3)[C:18]3[C:13](=[CH:14][CH:15]=[CH:16][CH:17]=3)[C:12]2=[O:19])[CH2:21][CH2:22]1, predict the reactants needed to synthesize it. The reactants are: [Cl:1][C:2]1[CH:7]=[CH:6][C:5]([CH2:8][C:9]2[C:18]3[C:13](=[CH:14][CH:15]=[CH:16][CH:17]=3)[C:12](=[O:19])[N:11]([CH:20]3[CH2:26][CH2:25][CH2:24][N:23]([CH2:27][CH2:28][CH2:29][NH:30]C(=O)OC(C)(C)C)[CH2:22][CH2:21]3)[N:10]=2)=[CH:4][CH:3]=1.Cl. (7) Given the product [NH2:14][C:10]1[N:11]=[C:12]([Cl:13])[C:7]2[CH:6]=[CH:5][N:4]([CH2:3][CH2:2][N:16]([CH3:15])[CH2:17][CH2:18][N:19]([C:21]3[CH:26]=[CH:25][C:24]([F:27])=[CH:23][C:22]=3[F:28])[CH3:20])[C:8]=2[N:9]=1, predict the reactants needed to synthesize it. The reactants are: Br[CH2:2][CH2:3][N:4]1[C:8]2[N:9]=[C:10]([NH2:14])[N:11]=[C:12]([Cl:13])[C:7]=2[CH:6]=[CH:5]1.[CH3:15][NH:16][CH2:17][CH2:18][N:19]([C:21]1[CH:26]=[CH:25][C:24]([F:27])=[CH:23][C:22]=1[F:28])[CH3:20].C(=O)([O-])[O-].[K+].[K+]. (8) The reactants are: C([O:3][C:4](=[O:28])[CH2:5][N:6]1[C:10](=[O:11])[N:9]([CH2:12][C:13]2[CH:18]=[CH:17][C:16]([O:19][CH3:20])=[CH:15][CH:14]=2)[C:8]([C:21]2[CH:26]=[CH:25][C:24]([Cl:27])=[CH:23][CH:22]=2)=[N:7]1)C.[OH-].[K+].Cl. Given the product [Cl:27][C:24]1[CH:25]=[CH:26][C:21]([C:8]2[N:9]([CH2:12][C:13]3[CH:18]=[CH:17][C:16]([O:19][CH3:20])=[CH:15][CH:14]=3)[C:10](=[O:11])[N:6]([CH2:5][C:4]([OH:28])=[O:3])[N:7]=2)=[CH:22][CH:23]=1, predict the reactants needed to synthesize it. (9) Given the product [F:1][C:2]1[CH:3]=[C:4]2[C:8](=[CH:9][C:10]=1[F:11])[NH:7][C:6](=[O:12])[CH:5]2[CH3:13], predict the reactants needed to synthesize it. The reactants are: [F:1][C:2]1[CH:3]=[C:4]2[C:8](=[CH:9][C:10]=1[F:11])[NH:7][C:6](=[O:12])[CH2:5]2.[CH3:13]O. (10) Given the product [F:31][C:2]([F:1])([F:30])[C:3]1[CH:8]=[CH:7][CH:6]=[CH:5][C:4]=1[CH2:9][CH2:10][C:11]1[NH:15][C:14]2[CH:16]=[CH:17][C:18]([C:20]3[CH:25]=[CH:24][CH:23]=[CH:22][C:21]=3[S:26]([NH2:29])(=[O:27])=[O:28])=[CH:19][C:13]=2[N:12]=1, predict the reactants needed to synthesize it. The reactants are: [F:1][C:2]([F:31])([F:30])[C:3]1[CH:8]=[CH:7][CH:6]=[CH:5][C:4]=1/[CH:9]=[CH:10]/[C:11]1[NH:15][C:14]2[CH:16]=[CH:17][C:18]([C:20]3[CH:25]=[CH:24][CH:23]=[CH:22][C:21]=3[S:26]([NH2:29])(=[O:28])=[O:27])=[CH:19][C:13]=2[N:12]=1.